Dataset: Full USPTO retrosynthesis dataset with 1.9M reactions from patents (1976-2016). Task: Predict the reactants needed to synthesize the given product. (1) Given the product [C:52]([C@H:27]([NH:26][C:90](=[O:91])[CH2:89][O:88][CH2:87][CH2:86][O:85][CH2:84][CH2:83][O:82][CH2:81][CH2:80][N:79]([CH3:93])[CH2:78][CH2:77][O:76][C:75]1[CH:74]=[CH:73][C:72](/[C:62](/[C:56]2[CH:57]=[CH:58][CH:59]=[CH:60][CH:61]=2)=[C:63](\[C:66]2[CH:67]=[CH:68][CH:69]=[CH:70][CH:71]=2)/[CH2:64][CH3:65])=[CH:95][CH:94]=1)[C:28]([N:30]1[CH2:34][C@H:33]([OH:35])[CH2:32][C@H:31]1[C:36]([NH:38][CH2:39][C:40]1[CH:45]=[CH:44][C:43]([C:46]2[S:50][CH:49]=[N:48][C:47]=2[CH3:51])=[CH:42][CH:41]=1)=[O:37])=[O:29])([CH3:55])([CH3:54])[CH3:53], predict the reactants needed to synthesize it. The reactants are: CN(C(ON1N=NC2C=CC=NC1=2)=[N+](C)C)C.F[P-](F)(F)(F)(F)F.Cl.[NH2:26][C@@H:27]([C:52]([CH3:55])([CH3:54])[CH3:53])[C:28]([N:30]1[CH2:34][C@H:33]([OH:35])[CH2:32][C@H:31]1[C:36]([NH:38][CH2:39][C:40]1[CH:45]=[CH:44][C:43]([C:46]2[S:50][CH:49]=[N:48][C:47]=2[CH3:51])=[CH:42][CH:41]=1)=[O:37])=[O:29].[C:56]1(/[C:62](/[C:72]2[CH:95]=[CH:94][C:75]([O:76][CH2:77][CH2:78][N:79]([CH3:93])[CH2:80][CH2:81][O:82][CH2:83][CH2:84][O:85][CH2:86][CH2:87][O:88][CH2:89][C:90](O)=[O:91])=[CH:74][CH:73]=2)=[C:63](/[C:66]2[CH:71]=[CH:70][CH:69]=[CH:68][CH:67]=2)\[CH2:64][CH3:65])[CH:61]=[CH:60][CH:59]=[CH:58][CH:57]=1.CCN(C(C)C)C(C)C. (2) Given the product [CH3:14][C:13]([O:15][O:15][C:13]([CH3:16])([CH3:14])[CH3:12])([CH2:12][CH2:11][C:9]([CH3:10])([O:1][O:2][C:9]([CH3:11])([CH3:10])[CH3:8])[CH3:8])[CH3:16], predict the reactants needed to synthesize it. The reactants are: [OH:1][OH:2].S(=O)(=O)(O)O.[CH3:8][C:9](O)([CH2:11][CH2:12][C:13]([CH3:16])([OH:15])[CH3:14])[CH3:10]. (3) Given the product [NH2:9][C@@:8]1([C:6]2[CH:7]=[C:2]([Br:1])[CH:3]=[CH:4][C:5]=2[F:37])[CH2:15][O:14][C@H:13]([CH2:16][O:17][C:18]([C:25]2[CH:30]=[CH:29][CH:28]=[CH:27][CH:26]=2)([C:31]2[CH:36]=[CH:35][CH:34]=[CH:33][CH:32]=2)[C:19]2[CH:20]=[CH:21][CH:22]=[CH:23][CH:24]=2)[C@H:12]1[CH2:11][OH:10], predict the reactants needed to synthesize it. The reactants are: [Br:1][C:2]1[CH:3]=[CH:4][C:5]([F:37])=[C:6]([C@@:8]23[CH2:15][O:14][C@H:13]([CH2:16][O:17][C:18]([C:31]4[CH:36]=[CH:35][CH:34]=[CH:33][CH:32]=4)([C:25]4[CH:30]=[CH:29][CH:28]=[CH:27][CH:26]=4)[C:19]4[CH:24]=[CH:23][CH:22]=[CH:21][CH:20]=4)[C@H:12]2[CH2:11][O:10][NH:9]3)[CH:7]=1.C(O)(=O)C. (4) Given the product [F:24][CH:4]([F:3])[C:5]1[CH:6]=[CH:7][C:8]2[O:13][CH:12]([C:14]([F:17])([F:15])[F:16])[C:11]([C:18]([OH:20])=[O:19])=[CH:10][C:9]=2[CH:23]=1, predict the reactants needed to synthesize it. The reactants are: [OH-].[Na+].[F:3][CH:4]([F:24])[C:5]1[CH:6]=[CH:7][C:8]2[O:13][CH:12]([C:14]([F:17])([F:16])[F:15])[C:11]([C:18]([O:20]CC)=[O:19])=[CH:10][C:9]=2[CH:23]=1. (5) Given the product [F:11][C:3]1[CH:4]=[C:5]([N+:8]([O-:10])=[O:9])[CH:6]=[CH:7][C:2]=1[O:20][CH2:19][CH2:18][N:15]1[CH2:16][CH2:17][O:12][CH2:13][CH2:14]1, predict the reactants needed to synthesize it. The reactants are: F[C:2]1[CH:7]=[CH:6][C:5]([N+:8]([O-:10])=[O:9])=[CH:4][C:3]=1[F:11].[O:12]1[CH2:17][CH2:16][N:15]([CH2:18][CH2:19][OH:20])[CH2:14][CH2:13]1.C([O-])([O-])=O.[Cs+].[Cs+].O.